This data is from Forward reaction prediction with 1.9M reactions from USPTO patents (1976-2016). The task is: Predict the product of the given reaction. (1) Given the reactants [CH3:1][C:2]1[C:11]2[C:6](=[CH:7][CH:8]=[C:9](OS(C(F)(F)F)(=O)=O)[CH:10]=2)[O:5][C:4](=[O:20])[CH:3]=1.C(OCC)(=O)C.[CH3:27][N:28](C=O)C, predict the reaction product. The product is: [CH3:1][C:2]1[C:11]2[C:6](=[CH:7][CH:8]=[C:9]([C:27]#[N:28])[CH:10]=2)[O:5][C:4](=[O:20])[CH:3]=1. (2) The product is: [ClH:28].[NH:8]1[CH2:9][CH:10]([C:12]2[C:21]([C:22]3[CH:27]=[CH:26][CH:25]=[CH:24][CH:23]=3)=[CH:20][C:19]3[C:14](=[CH:15][CH:16]=[CH:17][CH:18]=3)[N:13]=2)[CH2:11]1. Given the reactants C(OC([N:8]1[CH2:11][CH:10]([C:12]2[C:21]([C:22]3[CH:27]=[CH:26][CH:25]=[CH:24][CH:23]=3)=[CH:20][C:19]3[C:14](=[CH:15][CH:16]=[CH:17][CH:18]=3)[N:13]=2)[CH2:9]1)=O)(C)(C)C.[ClH:28].CO, predict the reaction product. (3) The product is: [S:13]([C:7]1[CH:8]=[C:9]([N+:10]([O-:12])=[O:11])[C:4]([F:3])=[CH:5][C:6]=1[CH3:17])[S:13][C:7]1[CH:8]=[C:9]([N+:10]([O-:12])=[O:11])[C:4]([F:3])=[CH:5][C:6]=1[CH3:17]. Given the reactants [I-].[K+].[F:3][C:4]1[C:9]([N+:10]([O-:12])=[O:11])=[CH:8][C:7]([S:13](Cl)(=O)=O)=[C:6]([CH3:17])[CH:5]=1.[PH2]([O-])=O.[Na+], predict the reaction product. (4) Given the reactants [Cl:1][CH2:2][C:3]([C:5]1[CH:10]=[CH:9][C:8]([O:11][C:12]2[CH:17]=[CH:16][C:15]([Cl:18])=[CH:14][CH:13]=2)=[CH:7][CH:6]=1)=[O:4].[C:19]([Mg]Cl)#[C:20][CH3:21], predict the reaction product. The product is: [Cl:1][CH2:2][C:3]([C:5]1[CH:6]=[CH:7][C:8]([O:11][C:12]2[CH:17]=[CH:16][C:15]([Cl:18])=[CH:14][CH:13]=2)=[CH:9][CH:10]=1)([OH:4])[C:19]#[C:20][CH3:21]. (5) Given the reactants [F:1][C:2]1[CH:31]=[CH:30][CH:29]=[CH:28][C:3]=1[CH2:4][N:5]1[C:9]2=[N:10][C:11]([CH3:14])=[N:12][CH:13]=[C:8]2[C:7]([C:15]2[N:16]=[C:17](I)[C:18]3[C:23]([CH3:25])([CH3:24])[C:22](=[O:26])[NH:21][C:19]=3[N:20]=2)=[N:6]1, predict the reaction product. The product is: [F:1][C:2]1[CH:31]=[CH:30][CH:29]=[CH:28][C:3]=1[CH2:4][N:5]1[C:9]2=[N:10][C:11]([CH3:14])=[N:12][CH:13]=[C:8]2[C:7]([C:15]2[N:16]=[CH:17][C:18]3[C:23]([CH3:25])([CH3:24])[C:22](=[O:26])[NH:21][C:19]=3[N:20]=2)=[N:6]1. (6) Given the reactants [CH2:1]([O:8][C:9](=[O:28])[C:10]1[CH:15]=[C:14]([O:16][CH2:17][C:18]2[CH:23]=[CH:22][CH:21]=[CH:20][CH:19]=2)[CH:13]=[C:12]([NH2:24])[C:11]=1[N+:25]([O-])=O)[C:2]1[CH:7]=[CH:6][CH:5]=[CH:4][CH:3]=1, predict the reaction product. The product is: [CH2:1]([O:8][C:9](=[O:28])[C:10]1[CH:15]=[C:14]([O:16][CH2:17][C:18]2[CH:23]=[CH:22][CH:21]=[CH:20][CH:19]=2)[CH:13]=[C:12]([NH2:24])[C:11]=1[NH2:25])[C:2]1[CH:3]=[CH:4][CH:5]=[CH:6][CH:7]=1.